Dataset: Forward reaction prediction with 1.9M reactions from USPTO patents (1976-2016). Task: Predict the product of the given reaction. (1) Given the reactants COC[C@@H]1[C@H](C=O)[C@]1(C)C1C=CC2C(C)(C)CCC(C)(C)C=2C=1.CC12C(C)(C)[C:28]([C:34]([O:36][CH2:37][C@H:38]3[C@H:40]([CH2:41][O:42]CC)[C@@:39]3([CH3:59])[C:45]3[CH:54]=[CH:53][C:52]4[C:51]([CH3:56])([CH3:55])[CH2:50][CH2:49][C:48]([CH3:58])([CH3:57])[C:47]=4[CH:46]=3)=O)(CC1)OC2=O, predict the reaction product. The product is: [CH2:34]([O:36][CH2:37][C@H:38]1[C@H:40]([CH:41]=[O:42])[C@:39]1([CH3:59])[C:45]1[CH:54]=[CH:53][C:52]2[C:51]([CH3:56])([CH3:55])[CH2:50][CH2:49][C:48]([CH3:58])([CH3:57])[C:47]=2[CH:46]=1)[CH3:28]. (2) Given the reactants [CH2:1]([C@@H:8]1[CH2:12][O:11][C:10](=[O:13])[N:9]1[C:14](=[O:19])[C@H:15]([CH3:18])[CH:16]=[CH2:17])[C:2]1[CH:7]=[CH:6][CH:5]=[CH:4][CH:3]=1.[CH2:20]([Si:23]([CH3:26])([CH3:25])[CH3:24])C=C, predict the reaction product. The product is: [CH2:1]([C@@H:8]1[CH2:12][O:11][C:10](=[O:13])[N:9]1[C:14](=[O:19])[C@H:15]([CH3:18])/[CH:16]=[CH:17]/[CH2:20][Si:23]([CH3:26])([CH3:25])[CH3:24])[C:2]1[CH:3]=[CH:4][CH:5]=[CH:6][CH:7]=1. (3) Given the reactants [N:1]1[CH:6]=[N:5][CH:4]=[N:3][C:2]=1[C:7]1[NH:8][C:9]2[N:10]([CH:15]=1)[CH2:11][CH:12]=[CH:13][CH:14]=2.Br[C:17]1[CH:22]=[CH:21][CH:20]=[CH:19][CH:18]=1.CC([O-])(C)C.[Na+].P(C(C)(C)C)(C(C)(C)C)C(C)(C)C, predict the reaction product. The product is: [C:17]1([N:8]2[C:9]3=[CH:14][CH:13]=[CH:12][CH2:11][N:10]3[CH:15]=[C:7]2[C:2]2[N:3]=[CH:4][N:5]=[CH:6][N:1]=2)[CH:22]=[CH:21][CH:20]=[CH:19][CH:18]=1.